Dataset: Merck oncology drug combination screen with 23,052 pairs across 39 cell lines. Task: Regression. Given two drug SMILES strings and cell line genomic features, predict the synergy score measuring deviation from expected non-interaction effect. Drug 1: Nc1ccn(C2OC(CO)C(O)C2(F)F)c(=O)n1. Drug 2: Cn1cc(-c2cnn3c(N)c(Br)c(C4CCCNC4)nc23)cn1. Cell line: HCT116. Synergy scores: synergy=12.3.